From a dataset of M1 muscarinic receptor agonist screen with 61,833 compounds. Binary Classification. Given a drug SMILES string, predict its activity (active/inactive) in a high-throughput screening assay against a specified biological target. The molecule is S(=O)(=O)(Nc1cc(ccc1)C(F)(F)F)c1cccnc1. The result is 0 (inactive).